From a dataset of Full USPTO retrosynthesis dataset with 1.9M reactions from patents (1976-2016). Predict the reactants needed to synthesize the given product. Given the product [Br:13][CH:7]([C:4]1[CH:5]=[CH:6][N:1]=[CH:2][CH:3]=1)[C:8]([O:10][CH2:11][CH3:12])=[O:9], predict the reactants needed to synthesize it. The reactants are: [N:1]1[CH:6]=[CH:5][C:4]([CH2:7][C:8]([O:10][CH2:11][CH3:12])=[O:9])=[CH:3][CH:2]=1.[BrH:13].